From a dataset of Forward reaction prediction with 1.9M reactions from USPTO patents (1976-2016). Predict the product of the given reaction. (1) Given the reactants [Cl:1][C:2]1[CH:3]=[CH:4][C:5]([C:28]([F:31])([F:30])[F:29])=[C:6]([CH:27]=1)[CH2:7][N:8]1[CH2:13][CH2:12][NH:11][C:10]2[N:14]=[CH:15][C:16]([C:18]3[CH:26]=[CH:25][C:21]([C:22]([OH:24])=O)=[CH:20][CH:19]=3)=[CH:17][C:9]1=2.[NH2:32][CH2:33][CH2:34][C:35]1[S:36][CH:37]=[CH:38][CH:39]=1, predict the reaction product. The product is: [Cl:1][C:2]1[CH:3]=[CH:4][C:5]([C:28]([F:31])([F:30])[F:29])=[C:6]([CH:27]=1)[CH2:7][N:8]1[CH2:13][CH2:12][NH:11][C:10]2[N:14]=[CH:15][C:16]([C:18]3[CH:26]=[CH:25][C:21]([C:22]([NH:32][CH2:33][CH2:34][C:35]4[S:36][CH:37]=[CH:38][CH:39]=4)=[O:24])=[CH:20][CH:19]=3)=[CH:17][C:9]1=2. (2) Given the reactants Br[C:2]1[N:6]2[CH:7]=[CH:8][C:9]([Cl:12])=[C:10]([F:11])[C:5]2=[N:4][CH:3]=1.[F:13][C:14]1[CH:19]=[CH:18][C:17](B(O)O)=[CH:16][C:15]=1[C:23]1[CH:24]=[N:25][CH:26]=[CH:27][CH:28]=1, predict the reaction product. The product is: [Cl:12][C:9]1[CH:8]=[CH:7][N:6]2[C:2]([C:17]3[CH:18]=[CH:19][C:14]([F:13])=[C:15]([C:23]4[CH:24]=[N:25][CH:26]=[CH:27][CH:28]=4)[CH:16]=3)=[CH:3][N:4]=[C:5]2[C:10]=1[F:11]. (3) Given the reactants [CH3:1][N:2]1[CH2:6][CH2:5][N:4]([C:7]2[CH:12]=[CH:11][C:10]([C:13]3[S:14][C:15]4[CH2:21][CH2:20][NH:19][CH2:18][CH2:17][C:16]=4[N:22]=3)=[CH:9][CH:8]=2)[C:3]1=[O:23].C(=O)([O-])[O-].[K+].[K+].I[CH2:31][CH3:32], predict the reaction product. The product is: [CH2:31]([N:19]1[CH2:20][CH2:21][C:15]2[S:14][C:13]([C:10]3[CH:11]=[CH:12][C:7]([N:4]4[CH2:5][CH2:6][N:2]([CH3:1])[C:3]4=[O:23])=[CH:8][CH:9]=3)=[N:22][C:16]=2[CH2:17][CH2:18]1)[CH3:32]. (4) Given the reactants [Cl:1][C:2]1[CH:3]=[C:4]([N:9]2[C:13]([CH3:14])=[CH:12][CH:11]=[C:10]2[CH3:15])[CH:5]=[CH:6][C:7]=1[OH:8].Br[CH2:17][CH3:18], predict the reaction product. The product is: [Cl:1][C:2]1[CH:3]=[C:4]([N:9]2[C:10]([CH3:15])=[CH:11][CH:12]=[C:13]2[CH3:14])[CH:5]=[CH:6][C:7]=1[O:8][CH2:17][CH3:18]. (5) Given the reactants [H-].[Na+].[CH2:3]([O:5][C:6]([C:8]1[CH:12]=[C:11]([C:13]2[CH:18]=[CH:17][C:16]([O:19][C:20]([F:23])([F:22])[F:21])=[CH:15][CH:14]=2)[NH:10][N:9]=1)=[O:7])[CH3:4].[F:24][C:25]([F:36])([F:35])[CH2:26]OS(C(F)(F)F)(=O)=O.ClCCl, predict the reaction product. The product is: [CH2:3]([O:5][C:6]([C:8]1[N:9]([CH2:26][C:25]([F:36])([F:35])[F:24])[N:10]=[C:11]([C:13]2[CH:18]=[CH:17][C:16]([O:19][C:20]([F:23])([F:22])[F:21])=[CH:15][CH:14]=2)[CH:12]=1)=[O:7])[CH3:4]. (6) Given the reactants [NH2:1][C:2]1[CH:7]=[CH:6][C:5]([CH:8]2[CH2:22][N:12]3[C:13](=[O:21])[NH:14][C:15]4[CH:16]=[CH:17][CH:18]=[CH:19][C:20]=4[C:11]3=[N:10][CH2:9]2)=[CH:4][CH:3]=1.[F:23][C:24]([F:35])([F:34])[C:25]1[CH:26]=[C:27]([CH:31]=[CH:32][CH:33]=1)[C:28](Cl)=[O:29], predict the reaction product. The product is: [O:21]=[C:13]1[N:12]2[CH2:22][CH:8]([C:5]3[CH:6]=[CH:7][C:2]([NH:1][C:28](=[O:29])[C:27]4[CH:31]=[CH:32][CH:33]=[C:25]([C:24]([F:23])([F:34])[F:35])[CH:26]=4)=[CH:3][CH:4]=3)[CH2:9][N:10]=[C:11]2[C:20]2[CH:19]=[CH:18][CH:17]=[CH:16][C:15]=2[NH:14]1. (7) Given the reactants [F:1][C:2]1[CH:3]=[N:4][C:5]2[C:10]([C:11]=1[CH2:12][CH2:13][CH2:14][CH:15]1[CH2:20][CH2:19][NH:18][CH2:17][CH:16]1[CH2:21][C:22]([O-:24])=[O:23])=[CH:9][C:8]([O:25][CH3:26])=[CH:7][CH:6]=2.[C:27](=O)([O-])[O-].[K+].[K+].Br[CH2:34][CH2:35][S:36][C:37]1[S:38][CH:39]=[CH:40][CH:41]=1.O, predict the reaction product. The product is: [F:1][C:2]1[CH:3]=[N:4][C:5]2[C:10]([C:11]=1[CH2:12][CH2:13][CH2:14][CH:15]1[CH2:20][CH2:19][N:18]([CH2:34][CH2:35][S:36][C:37]3[S:38][CH:39]=[CH:40][CH:41]=3)[CH2:17][CH:16]1[CH2:21][C:22]([O:24][CH3:27])=[O:23])=[CH:9][C:8]([O:25][CH3:26])=[CH:7][CH:6]=2. (8) Given the reactants [CH3:1][N:2]([CH2:4][SiH2:5][NH:6][SiH3])[CH3:3].Cl[Si](C)(Cl)[N:10]([CH3:12])[CH3:11].ClC([SiH3])Cl.[CH3:19][NH:20][CH3:21], predict the reaction product. The product is: [CH3:1][N:2]([C:4]([SiH2:5][NH2:6])([N:20]([CH3:21])[CH3:19])[N:10]([CH3:12])[CH3:11])[CH3:3]. (9) Given the reactants [CH3:1][O:2][C:3]1[CH:8]=[CH:7][C:6]([C:9]2[CH:10]=[C:11]3[C:16](=[CH:17][CH:18]=2)[CH:15]([C:19](OCC)=[O:20])[C:14](=O)[CH2:13][CH2:12]3)=[CH:5][CH:4]=1.[NH:25]([C:27]1[CH:32]=[CH:31][CH:30]=[CH:29][N:28]=1)[NH2:26], predict the reaction product. The product is: [CH3:1][O:2][C:3]1[CH:4]=[CH:5][C:6]([C:9]2[CH:18]=[CH:17][C:16]3[C:15]4[C:14]([CH2:13][CH2:12][C:11]=3[CH:10]=2)=[N:26][N:25]([C:27]2[CH:32]=[CH:31][CH:30]=[CH:29][N:28]=2)[C:19]=4[OH:20])=[CH:7][CH:8]=1. (10) The product is: [Cl:1][C:2]1[CH:3]=[C:4]([NH:8][C:9]([NH:10][C:11]2[CH:12]=[CH:13][C:14]([C:17]3[C:18]4[S:25][CH:24]=[C:23]([C:26]5[CH:27]=[CH:28][C:29]([CH2:32][CH2:33][CH2:34][OH:35])=[CH:30][CH:31]=5)[C:19]=4[N:20]=[CH:21][N:22]=3)=[CH:15][CH:16]=2)=[O:37])[CH:5]=[CH:6][CH:7]=1. Given the reactants [Cl:1][C:2]1[CH:3]=[C:4]([NH:8][C:9](=[O:37])[NH:10][C:11]2[CH:16]=[CH:15][C:14]([C:17]3[C:18]4[S:25][CH:24]=[C:23]([C:26]5[CH:31]=[CH:30][C:29]([CH2:32][CH2:33][C:34](O)=[O:35])=[CH:28][CH:27]=5)[C:19]=4[N:20]=[CH:21][N:22]=3)=[CH:13][CH:12]=2)[CH:5]=[CH:6][CH:7]=1.CC(C[AlH]CC(C)C)C, predict the reaction product.